Dataset: Reaction yield outcomes from USPTO patents with 853,638 reactions. Task: Predict the reaction yield, written as a fraction of the theoretical maximum amount of product (1.0 means a 100% yield; for example, 0.34 means a 34% yield). (1) The reactants are [Br:1][C:2]1[N:7]=[C:6]([NH:8][CH2:9][C:10]2[CH:11]=[C:12]3[C:17](=[CH:18][CH:19]=2)[N:16]=[CH:15][CH:14]=[CH:13]3)[C:5]([NH2:20])=[N:4][CH:3]=1.[N:21]([O-])=O.[Na+].S(=O)(=O)(O)O.[OH-].[Na+]. The catalyst is O.CC(O)=O. The product is [Br:1][C:2]1[N:7]=[C:6]2[N:8]([CH2:9][C:10]3[CH:11]=[C:12]4[C:17](=[CH:18][CH:19]=3)[N:16]=[CH:15][CH:14]=[CH:13]4)[N:21]=[N:20][C:5]2=[N:4][CH:3]=1. The yield is 0.580. (2) The reactants are [CH3:1][C:2]1[O:6][N:5]=[C:4]([C:7]2[CH:12]=[CH:11][CH:10]=[CH:9][CH:8]=2)[C:3]=1[CH2:13][O:14][C:15]1[CH:23]=[CH:22][C:18]([C:19]([OH:21])=O)=[CH:17][N:16]=1.[NH2:24][CH2:25][C:26]1[S:27][CH:28]=[C:29]([C:31]#[N:32])[N:30]=1. No catalyst specified. The product is [C:31]([C:29]1[N:30]=[C:26]([CH2:25][NH:24][C:19](=[O:21])[C:18]2[CH:22]=[CH:23][C:15]([O:14][CH2:13][C:3]3[C:4]([C:7]4[CH:8]=[CH:9][CH:10]=[CH:11][CH:12]=4)=[N:5][O:6][C:2]=3[CH3:1])=[N:16][CH:17]=2)[S:27][CH:28]=1)#[N:32]. The yield is 0.680. (3) The reactants are [Cl:1][C:2]1[CH:7]=[CH:6][CH:5]=[CH:4][C:3]=1[CH2:8][C:9]([OH:11])=[O:10].OS(O)(=O)=O.C([O-])([O-])=O.[Na+].[Na+].[CH3:23][CH2:24]O. No catalyst specified. The product is [Cl:1][C:2]1[CH:7]=[CH:6][CH:5]=[CH:4][C:3]=1[CH2:8][C:9]([O:11][CH2:23][CH3:24])=[O:10]. The yield is 0.970. (4) The reactants are [NH2:1][C:2]1[CH:23]=[CH:22][C:5]([O:6][C:7]2[CH:8]=[CH:9][C:10]3[N:11]([CH:13]=[C:14]([NH:16][C:17]([CH:19]4[CH2:21][CH2:20]4)=[O:18])[N:15]=3)[CH:12]=2)=[C:4]([F:24])[CH:3]=1.[F:25][C:26]1[CH:31]=[CH:30][CH:29]=[CH:28][C:27]=1[N:32]1[C:37]([CH3:38])=[CH:36][CH:35]=[C:34]([C:39](O)=[O:40])[C:33]1=[O:42].CN(C(ON1N=NC2C=CC=NC1=2)=[N+](C)C)C.F[P-](F)(F)(F)(F)F.C(N(CC)C(C)C)(C)C.C(=O)([O-])O.[Na+]. The catalyst is CN(C)C=O.O1CCCC1. The product is [CH:19]1([C:17]([NH:16][C:14]2[N:15]=[C:10]3[CH:9]=[CH:8][C:7]([O:6][C:5]4[CH:22]=[CH:23][C:2]([NH:1][C:39]([C:34]5[C:33](=[O:42])[N:32]([C:27]6[CH:28]=[CH:29][CH:30]=[CH:31][C:26]=6[F:25])[C:37]([CH3:38])=[CH:36][CH:35]=5)=[O:40])=[CH:3][C:4]=4[F:24])=[CH:12][N:11]3[CH:13]=2)=[O:18])[CH2:21][CH2:20]1. The yield is 0.360. (5) The catalyst is CN1C(=O)CCC1. The product is [Br:14][C:15]1[CH:16]=[C:17]([O:29][C:30]2[CH:31]=[CH:32][CH:33]=[CH:34][CH:35]=2)[C:18]([NH:21][C:22]2[S:23][CH:24]=[C:25]([CH2:27][NH:1][C:2]3[CH:7]=[CH:6][CH:5]=[CH:4][CH:3]=3)[N:26]=2)=[N:19][CH:20]=1. The reactants are [NH2:1][C:2]1[CH:7]=[CH:6][CH:5]=[CH:4][CH:3]=1.C([O-])([O-])=O.[Cs+].[Cs+].[Br:14][C:15]1[CH:16]=[C:17]([O:29][C:30]2[CH:35]=[CH:34][CH:33]=[CH:32][CH:31]=2)[C:18]([NH:21][C:22]2[S:23][CH:24]=[C:25]([CH2:27]Cl)[N:26]=2)=[N:19][CH:20]=1. The yield is 0.292.